Dataset: Forward reaction prediction with 1.9M reactions from USPTO patents (1976-2016). Task: Predict the product of the given reaction. (1) Given the reactants C(=O)([O-])[O-].[K+].[K+].[CH:7]1([NH:10][C:11](=[O:30])[C:12]2[CH:17]=[CH:16][C:15]([CH3:18])=[C:14]([C:19]3[CH:20]=[C:21]4[C:26](=[CH:27][CH:28]=3)[C:25](=[O:29])[NH:24][CH:23]=[CH:22]4)[CH:13]=2)[CH2:9][CH2:8]1.Cl[CH2:32][C:33]1[CH:38]=[CH:37][C:36]([CH2:39]Cl)=[CH:35][CH:34]=1.[NH:41]1[CH2:45][CH2:44][CH2:43][CH2:42]1, predict the reaction product. The product is: [CH:7]1([NH:10][C:11](=[O:30])[C:12]2[CH:17]=[CH:16][C:15]([CH3:18])=[C:14]([C:19]3[CH:20]=[C:21]4[C:26](=[CH:27][CH:28]=3)[C:25](=[O:29])[N:24]([CH2:32][C:33]3[CH:38]=[CH:37][C:36]([CH2:39][N:41]5[CH2:45][CH2:44][CH2:43][CH2:42]5)=[CH:35][CH:34]=3)[CH:23]=[CH:22]4)[CH:13]=2)[CH2:8][CH2:9]1. (2) Given the reactants Cl.[NH:2]1[C:7]2([CH2:12][CH2:11][C:10](=[O:13])[CH2:9][CH2:8]2)[C:6](=[O:14])[NH:5][CH2:4][CH2:3]1.C[O-].[Na+].C(=O)([O-])[O-].[Na+].[Na+], predict the reaction product. The product is: [NH:2]1[C:7]2([CH2:8][CH2:9][C:10](=[O:13])[CH2:11][CH2:12]2)[C:6](=[O:14])[NH:5][CH2:4][CH2:3]1. (3) The product is: [C:32]([O:1][C:2]([CH3:24])([CH3:23])[CH2:3][CH2:4][O:5][C:6]1[CH:7]=[C:8]([CH3:22])[C:9]([C:13]2[CH:18]=[CH:17][CH:16]=[C:15]([CH:19]=[O:20])[C:14]=2[CH3:21])=[C:10]([CH3:12])[CH:11]=1)(=[O:34])[CH3:33]. Given the reactants [OH:1][C:2]([CH3:24])([CH3:23])[CH2:3][CH2:4][O:5][C:6]1[CH:11]=[C:10]([CH3:12])[C:9]([C:13]2[CH:18]=[CH:17][CH:16]=[C:15]([CH:19]=[O:20])[C:14]=2[CH3:21])=[C:8]([CH3:22])[CH:7]=1.C(N(CC)CC)C.[C:32](OC(=O)C)(=[O:34])[CH3:33], predict the reaction product. (4) Given the reactants C([Li])(C)(C)C.[CH3:6][C:7]1[CH:8]=[C:9]([C:14]2[CH:19]=[CH:18][CH:17]=[CH:16][CH:15]=2)[CH:10]=[C:11]([CH3:13])[CH:12]=1.[B:20](OC)([O:23]C)[O:21]C.Cl, predict the reaction product. The product is: [CH3:6][C:7]1[CH:12]=[C:11]([CH3:13])[CH:10]=[C:9]([C:14]2[CH:19]=[CH:18][CH:17]=[CH:16][CH:15]=2)[C:8]=1[B:20]([OH:23])[OH:21]. (5) Given the reactants C(OC(=O)[NH:7][C:8]1[CH:13]=[C:12]([O:14][CH2:15][CH:16]2[CH2:18][CH2:17]2)[C:11]([C:19]([F:22])([F:21])[F:20])=[CH:10][C:9]=1[NH:23][C:24](=[O:40])[CH2:25][C:26](=O)[C:27]1[CH:32]=[CH:31][CH:30]=[C:29]([C:33]2[CH:34]=[N:35][CH:36]=[CH:37][CH:38]=2)[CH:28]=1)(C)(C)C.C(O)(C(F)(F)F)=O, predict the reaction product. The product is: [CH:16]1([CH2:15][O:14][C:12]2[C:11]([C:19]([F:22])([F:20])[F:21])=[CH:10][C:9]3[NH:23][C:24](=[O:40])[CH2:25][C:26]([C:27]4[CH:32]=[CH:31][CH:30]=[C:29]([C:33]5[CH:34]=[N:35][CH:36]=[CH:37][CH:38]=5)[CH:28]=4)=[N:7][C:8]=3[CH:13]=2)[CH2:17][CH2:18]1.